Dataset: Peptide-MHC class I binding affinity with 185,985 pairs from IEDB/IMGT. Task: Regression. Given a peptide amino acid sequence and an MHC pseudo amino acid sequence, predict their binding affinity value. This is MHC class I binding data. The peptide sequence is YSSHELWHF. The MHC is HLA-A02:19 with pseudo-sequence HLA-A02:19. The binding affinity (normalized) is 0.0847.